This data is from Reaction yield outcomes from USPTO patents with 853,638 reactions. The task is: Predict the reaction yield, written as a fraction of the theoretical maximum amount of product (1.0 means a 100% yield; for example, 0.34 means a 34% yield). (1) The reactants are [Cl:1][C:2]1[CH:10]=[CH:9][C:5]([C:6](O)=O)=[CH:4][N:3]=1.[C:11]1([NH2:18])[CH:16]=[CH:15][CH:14]=[CH:13][C:12]=1[NH2:17].C([O-])(O)=O.[Na+]. The catalyst is O. The product is [Cl:1][C:2]1[N:3]=[CH:4][C:5]([C:6]2[NH:18][C:11]3[CH:16]=[CH:15][CH:14]=[CH:13][C:12]=3[N:17]=2)=[CH:9][CH:10]=1. The yield is 0.400. (2) The reactants are [NH2:1][C:2]1[N:6]=[CH:5][N:4]([C:7]2[CH:14]=[CH:13][C:12](/[CH:15]=[CH:16]/[CH:17]([C:22]3[CH:27]=[C:26]([Cl:28])[C:25]([Cl:29])=[C:24]([Cl:30])[CH:23]=3)[C:18]([F:21])([F:20])[F:19])=[CH:11][C:8]=2[C:9]#[N:10])[N:3]=1.[CH:31]1([C:34](Cl)=[O:35])[CH2:33][CH2:32]1. The catalyst is C(Cl)Cl. The product is [C:9]([C:8]1[CH:11]=[C:12](/[CH:15]=[CH:16]/[CH:17]([C:22]2[CH:23]=[C:24]([Cl:30])[C:25]([Cl:29])=[C:26]([Cl:28])[CH:27]=2)[C:18]([F:19])([F:20])[F:21])[CH:13]=[CH:14][C:7]=1[N:4]1[CH:5]=[N:6][C:2]([NH:1][C:34]([CH:31]2[CH2:33][CH2:32]2)=[O:35])=[N:3]1)#[N:10]. The yield is 0.340. (3) The reactants are Cl[CH2:2][CH2:3][NH:4][C:5]([NH:7][C:8]1[CH:9]=[N:10][N:11]([CH2:13][C:14]2[C:15]([CH3:20])=[N:16][O:17][C:18]=2[CH3:19])[CH:12]=1)=[O:6].[H-].[Na+]. The catalyst is CN(C=O)C. The product is [CH3:20][C:15]1[C:14]([CH2:13][N:11]2[CH:12]=[C:8]([N:7]3[CH2:2][CH2:3][NH:4][C:5]3=[O:6])[CH:9]=[N:10]2)=[C:18]([CH3:19])[O:17][N:16]=1. The yield is 0.970. (4) The reactants are [O:1]=[CH:2][C:3](=[CH2:5])[CH3:4].[CH:6]1[CH2:10]C=[CH:8][CH:7]=1.O. The catalyst is ClCCl.C(N(CC)CC)C. The product is [CH:5]12[CH2:8][CH:7]([CH:6]=[CH:10]1)[CH2:4][CH:3]2[CH:2]=[O:1]. The yield is 0.950. (5) The reactants are O(P(O[C:18]1[N:19]([C:24]([O:26][C:27]([CH3:30])([CH3:29])[CH3:28])=[O:25])[CH2:20][CH2:21][O:22][CH:23]=1)(OC1C=CC=CC=1)=O)C1C=CC=CC=1.[C:31]([O:35][C:36]([NH:38][C:39]1[N:44]=[CH:43][C:42](B(O)O)=[CH:41][CH:40]=1)=[O:37])([CH3:34])([CH3:33])[CH3:32]. No catalyst specified. The product is [C:31]([O:35][C:36]([NH:38][C:39]1[N:44]=[CH:43][C:42]([C:18]2[N:19]([C:24]([O:26][C:27]([CH3:28])([CH3:29])[CH3:30])=[O:25])[CH2:20][CH2:21][O:22][CH:23]=2)=[CH:41][CH:40]=1)=[O:37])([CH3:34])([CH3:32])[CH3:33]. The yield is 0.260. (6) The reactants are [NH2:1][C:2]1[CH:3]=[CH:4][CH:5]=[C:6]2[C:11]=1[CH:10]=[C:9]([OH:12])[CH:8]=[CH:7]2.[C:13]([O:17][C:18](O[C:18]([O:17][C:13]([CH3:16])([CH3:15])[CH3:14])=[O:19])=[O:19])([CH3:16])([CH3:15])[CH3:14]. The catalyst is O1CCCC1. The product is [C:13]([O:17][C:18]([NH:1][C:2]1[CH:3]=[CH:4][CH:5]=[C:6]2[C:11]=1[CH:10]=[C:9]([OH:12])[CH:8]=[CH:7]2)=[O:19])([CH3:16])([CH3:15])[CH3:14]. The yield is 0.790.